Dataset: Full USPTO retrosynthesis dataset with 1.9M reactions from patents (1976-2016). Task: Predict the reactants needed to synthesize the given product. (1) Given the product [C:19]1([C:18](=[O:25])[CH:11]([C:12]2[CH:13]=[CH:14][CH:15]=[CH:16][CH:17]=2)[C:9]([C:3]2[CH:4]=[CH:5][CH:6]=[CH:7][CH:8]=2)=[O:10])[CH:24]=[CH:23][CH:22]=[CH:21][CH:20]=1, predict the reactants needed to synthesize it. The reactants are: [H-].[Na+].[C:3]1([C:9]([CH2:11][C:12]2[CH:17]=[CH:16][CH:15]=[CH:14][CH:13]=2)=[O:10])[CH:8]=[CH:7][CH:6]=[CH:5][CH:4]=1.[C:18](OC)(=[O:25])[C:19]1[CH:24]=[CH:23][CH:22]=[CH:21][CH:20]=1.Cl. (2) Given the product [ClH:22].[CH3:1][O:2][C:3]1[CH:4]=[C:5]([CH:8]=[C:9]([O:20][CH3:21])[C:10]=1[O:11][CH2:12][CH2:13][C:14]1[CH:19]=[CH:18][CH:17]=[CH:16][CH:15]=1)[CH2:6][C:28]1[C:37]2[C:32](=[C:33]([OH:41])[C:34]([O:38][CH2:39][CH3:40])=[CH:35][CH:36]=2)[CH:31]=[N:30][CH:29]=1, predict the reactants needed to synthesize it. The reactants are: [CH3:1][O:2][C:3]1[CH:4]=[C:5]([CH:8]=[C:9]([O:20][CH3:21])[C:10]=1[O:11][CH2:12][CH2:13][C:14]1[CH:19]=[CH:18][CH:17]=[CH:16][CH:15]=1)[CH:6]=O.[ClH:22].CO.C(O[CH:28](OCC)[CH2:29][NH:30][CH2:31][C:32]1[CH:37]=[CH:36][CH:35]=[C:34]([O:38][CH2:39][CH3:40])[C:33]=1[OH:41])C. (3) Given the product [Cl:1][C:2]1[CH:3]=[CH:4][C:5](=[O:8])[N:6]([CH3:11])[N:7]=1, predict the reactants needed to synthesize it. The reactants are: [Cl:1][C:2]1[CH:3]=[CH:4][C:5](=[O:8])[NH:6][N:7]=1.IC.[C:11]([O-])([O-])=O.[Cs+].[Cs+]. (4) Given the product [Cl:1][C:2]1[CH:23]=[CH:22][CH:21]=[CH:20][C:3]=1[C:4]1[N:5]([C:6]2[C:13]3[S:12][C:11]([NH:14][C:15]([CH:17]4[CH2:19][CH2:18]4)=[O:16])=[N:10][C:9]=3[NH:8][N:7]=2)[CH:42]=[N:41][CH:40]=1, predict the reactants needed to synthesize it. The reactants are: [Cl:1][C:2]1[CH:23]=[CH:22][CH:21]=[CH:20][C:3]=1[CH:4]=[N:5][C:6]1[C:13]2[S:12][C:11]([NH:14][C:15]([CH:17]3[CH2:19][CH2:18]3)=[O:16])=[N:10][C:9]=2[NH:8][N:7]=1.C(=O)([O-])[O-].[K+].[K+].S([CH2:40][N+:41]#[C-:42])(C1C=CC(C)=CC=1)(=O)=O.C(O)(=O)CC(CC(O)=O)(C(O)=O)O. (5) Given the product [NH2:14][C:7]1[CH:6]=[CH:5][C:4]2[C:9](=[CH:10][CH:11]=[CH:2][CH:3]=2)[N:8]=1, predict the reactants needed to synthesize it. The reactants are: Br[C:2]1[CH:3]=[C:4]2[C:9](=[CH:10][CH:11]=1)[N:8]=[C:7](Cl)[CH:6]=[CH:5]2.C[NH:14]CC1C=CC=CC=1. (6) Given the product [Br:1][C:2]1[CH:7]=[CH:6][C:5]([NH2:8])=[CH:4][C:3]=1[F:12], predict the reactants needed to synthesize it. The reactants are: [Br:1][C:2]1[CH:7]=[CH:6][C:5]([NH:8]C(=O)C)=[CH:4][C:3]=1[F:12].Cl. (7) Given the product [CH3:13][N:14]([CH:16]=[C:7]1[NH:6][C:5](=[O:10])[N:4]([CH:1]([CH3:3])[CH3:2])[C:8]1=[O:9])[CH3:15], predict the reactants needed to synthesize it. The reactants are: [CH:1]([N:4]1[C:8](=[O:9])[CH2:7][NH:6][C:5]1=[O:10])([CH3:3])[CH3:2].CO[CH:13](OC)[N:14]([CH3:16])[CH3:15].